From a dataset of Reaction yield outcomes from USPTO patents with 853,638 reactions. Predict the reaction yield, written as a fraction of the theoretical maximum amount of product (1.0 means a 100% yield; for example, 0.34 means a 34% yield). (1) The reactants are [C:1](=[O:4])([O-])[O-:2].[K+].[K+].CON=[C:10]1[CH2:14][N:13]([C:15]([C:17]2[CH:22]=[CH:21][C:20]([C:23]3[CH:28]=[CH:27][CH:26]=[CH:25][C:24]=3[CH3:29])=[CH:19][CH:18]=2)=[O:16])[C@H:12]([C:30](O)=[O:31])C1.S(OC)(OC)(=O)=O. The catalyst is CC(C)=O. The product is [OH:31][C@H:30]1[CH2:12][N:13]([C:15]([C:17]2[CH:18]=[CH:19][C:20]([C:23]3[CH:28]=[CH:27][CH:26]=[CH:25][C:24]=3[CH3:29])=[CH:21][CH:22]=2)=[O:16])[C@H:14]([C:1]([OH:2])=[O:4])[CH2:10]1. The yield is 0.996. (2) The reactants are [C:1]([C:5]1[S:9][C:8]([C:10]([NH:12][C@@H:13]([CH2:27][C:28]2[CH:33]=[CH:32][C:31]([C:34]3[N:39]=[CH:38][C:37]([C:40]4[CH:45]=[CH:44][C:43]([OH:46])=[CH:42][CH:41]=4)=[CH:36][N:35]=3)=[CH:30][CH:29]=2)[C:14]([N:16]2[CH2:19][CH:18]([C:20]([O:22][C:23]([CH3:26])([CH3:25])[CH3:24])=[O:21])[CH2:17]2)=[O:15])=[O:11])=[CH:7][CH:6]=1)([CH3:4])([CH3:3])[CH3:2].CCN(C(C)C)C(C)C.[F:56][C:57]([F:76])([F:75])[S:58](N(C1C=CC=CC=1)[S:58]([C:57]([F:76])([F:75])[F:56])(=[O:60])=[O:59])(=[O:60])=[O:59]. The catalyst is C(Cl)Cl. The product is [C:1]([C:5]1[S:9][C:8]([C:10]([NH:12][C@@H:13]([CH2:27][C:28]2[CH:33]=[CH:32][C:31]([C:34]3[N:35]=[CH:36][C:37]([C:40]4[CH:45]=[CH:44][C:43]([O:46][S:58]([C:57]([F:76])([F:75])[F:56])(=[O:60])=[O:59])=[CH:42][CH:41]=4)=[CH:38][N:39]=3)=[CH:30][CH:29]=2)[C:14]([N:16]2[CH2:19][CH:18]([C:20]([O:22][C:23]([CH3:26])([CH3:24])[CH3:25])=[O:21])[CH2:17]2)=[O:15])=[O:11])=[CH:7][CH:6]=1)([CH3:2])([CH3:3])[CH3:4]. The yield is 0.910. (3) The reactants are [BH4-].[Na+].[C:3]([C:6]1[C:15]([Cl:16])=[C:14]2[C:9]([CH2:10][CH2:11][N:12]([CH2:18][C:19]3[C:20]([O:27][CH2:28][C:29]4[CH:34]=[CH:33][CH:32]=[CH:31][CH:30]=4)=[N:21][C:22]([CH3:26])=[CH:23][C:24]=3[CH3:25])[C:13]2=[O:17])=[C:8]([Cl:35])[CH:7]=1)(=[O:5])[CH3:4]. The catalyst is CO. The product is [CH2:28]([O:27][C:20]1[C:19]([CH2:18][N:12]2[CH2:11][CH2:10][C:9]3[C:14](=[C:15]([Cl:16])[C:6]([CH:3]([OH:5])[CH3:4])=[CH:7][C:8]=3[Cl:35])[C:13]2=[O:17])=[C:24]([CH3:25])[CH:23]=[C:22]([CH3:26])[N:21]=1)[C:29]1[CH:34]=[CH:33][CH:32]=[CH:31][CH:30]=1. The yield is 0.950. (4) The product is [C:15]([O:14][C:2]1[CH:3]=[CH:4][C:5]2[C:6]3[C:11](=[CH:10][CH:9]=[CH:8][CH:7]=3)[NH:12][C:13]=2[CH:1]=1)(=[O:17])[CH3:16]. The yield is 0.710. The reactants are [CH:1]1[C:13]2[NH:12][C:11]3[C:6](=[CH:7][CH:8]=[CH:9][CH:10]=3)[C:5]=2[CH:4]=[CH:3][C:2]=1[OH:14].[C:15](Cl)(=[O:17])[CH3:16]. The catalyst is CN(C=O)C.C(Cl)Cl. (5) The reactants are [Cl:1][C:2]1[CH:7]=[CH:6][C:5]([CH2:8][OH:9])=[CH:4][C:3]=1[O:10][CH3:11]. The catalyst is C1C=CC=CC=1.O=[Mn]=O. The product is [Cl:1][C:2]1[CH:7]=[CH:6][C:5]([CH:8]=[O:9])=[CH:4][C:3]=1[O:10][CH3:11]. The yield is 0.890. (6) The reactants are [CH2:1]([O:3][C:4]1[CH:23]=[CH:22][C:7]([CH2:8][O:9][C:10]2[CH:11]=[CH:12][C:13]3[O:17][C:16]([C:18](=[O:20])[CH3:19])=[CH:15][C:14]=3[CH:21]=2)=[CH:6][CH:5]=1)[CH3:2].[BH4-].[Na+].O. The catalyst is CO. The product is [CH2:1]([O:3][C:4]1[CH:23]=[CH:22][C:7]([CH2:8][O:9][C:10]2[CH:11]=[CH:12][C:13]3[O:17][C:16]([CH:18]([OH:20])[CH3:19])=[CH:15][C:14]=3[CH:21]=2)=[CH:6][CH:5]=1)[CH3:2]. The yield is 0.670. (7) The reactants are [C:6](O[C:6](=[O:9])[CH2:7][CH3:8])(=[O:9])[CH2:7][CH3:8].[C:10]([C:14]1[N:18]([CH2:19][CH:20]2[CH2:25][CH2:24][C:23]([F:27])([F:26])[CH2:22][CH2:21]2)[C:17]2[CH:28]=[CH:29][C:30]([S:32]([N:35]3[CH2:38][CH:37]([NH2:39])[CH2:36]3)(=[O:34])=[O:33])=[CH:31][C:16]=2[N:15]=1)([CH3:13])([CH3:12])[CH3:11].CCN(C(C)C)C(C)C. The catalyst is C(Cl)Cl. The product is [C:10]([C:14]1[N:18]([CH2:19][CH:20]2[CH2:25][CH2:24][C:23]([F:26])([F:27])[CH2:22][CH2:21]2)[C:17]2[CH:28]=[CH:29][C:30]([S:32]([N:35]3[CH2:36][CH:37]([NH:39][C:6](=[O:9])[CH2:7][CH3:8])[CH2:38]3)(=[O:34])=[O:33])=[CH:31][C:16]=2[N:15]=1)([CH3:13])([CH3:11])[CH3:12]. The yield is 1.00.